From a dataset of Full USPTO retrosynthesis dataset with 1.9M reactions from patents (1976-2016). Predict the reactants needed to synthesize the given product. (1) Given the product [NH:39]1[CH2:40][CH2:41][N:37]=[C:38]1[C:42]1[CH:43]=[CH:44][C:45]([CH:48]2[CH2:53][CH2:52][CH2:51][N:50]([C:21]([C:18]3[CH:17]=[C:16]([CH2:15][N:13]([CH3:14])[S:10]([C:6]4[C:5]([CH3:24])=[CH:4][C:3]([O:2][CH3:1])=[CH:8][C:7]=4[CH3:9])(=[O:11])=[O:12])[O:20][CH:19]=3)=[O:23])[CH2:49]2)=[CH:46][CH:47]=1, predict the reactants needed to synthesize it. The reactants are: [CH3:1][O:2][C:3]1[CH:8]=[C:7]([CH3:9])[C:6]([S:10]([N:13]([CH2:15][C:16]2[O:20][CH:19]=[C:18]([C:21]([OH:23])=O)[CH:17]=2)[CH3:14])(=[O:12])=[O:11])=[C:5]([CH3:24])[CH:4]=1.C1N=CN(C(N2C=NC=C2)=O)C=1.[NH:37]1[CH2:41][CH2:40][N:39]=[C:38]1[C:42]1[CH:47]=[CH:46][C:45]([CH:48]2[CH2:53][CH2:52][CH2:51][NH:50][CH2:49]2)=[CH:44][CH:43]=1.CCN(C(C)C)C(C)C. (2) Given the product [Br:2][C:3]1[CH:8]=[CH:7][C:6]2[C:9]3([CH2:15][O:16][C:5]=2[CH:4]=1)[CH2:10][CH2:11][N:12]([CH2:19][CH:18]([CH3:20])[C:17]([O:22][C:23]([CH3:26])([CH3:25])[CH3:24])=[O:21])[CH2:13][CH2:14]3, predict the reactants needed to synthesize it. The reactants are: Cl.[Br:2][C:3]1[CH:8]=[CH:7][C:6]2[C:9]3([CH2:15][O:16][C:5]=2[CH:4]=1)[CH2:14][CH2:13][NH:12][CH2:11][CH2:10]3.[C:17]([O:22][C:23]([CH3:26])([CH3:25])[CH3:24])(=[O:21])[C:18]([CH3:20])=[CH2:19].C1CCN2C(=NCCC2)CC1. (3) Given the product [C:12]([C:8]1[N:9]([C:15]([O:17][C:18]([CH3:21])([CH3:20])[CH3:19])=[O:16])[C:10]2[C:6]([CH:7]=1)=[CH:5][C:4]([CH3:14])=[C:3]([O:2][CH3:1])[CH:11]=2)#[N:13], predict the reactants needed to synthesize it. The reactants are: [CH3:1][O:2][C:3]1[CH:11]=[C:10]2[C:6]([CH:7]=[C:8]([C:12]#[N:13])[NH:9]2)=[CH:5][C:4]=1[CH3:14].[C:15](O[C:15]([O:17][C:18]([CH3:21])([CH3:20])[CH3:19])=[O:16])([O:17][C:18]([CH3:21])([CH3:20])[CH3:19])=[O:16]. (4) Given the product [NH:8]1[C:16]2[C:11](=[N:12][CH:13]=[CH:14][CH:15]=2)[C:10]2([C:28]3[C:19](=[CH:20][C:21]4[O:26][CH2:25][CH2:24][O:23][C:22]=4[CH:27]=3)[O:18][CH2:17]2)[C:9]1=[O:29], predict the reactants needed to synthesize it. The reactants are: C1(C(C2C=CC=CC=2)[N:8]2[C:16]3[C:11](=[N:12][CH:13]=[CH:14][CH:15]=3)[C:10]3([C:28]4[C:19](=[CH:20][C:21]5[O:26][CH2:25][CH2:24][O:23][C:22]=5[CH:27]=4)[O:18][CH2:17]3)[C:9]2=[O:29])C=CC=CC=1.C1(C(C2C=CC=CC=2)N2C3=NC=CC=C3C3(C4C(=CC5OCCOC=5C=4)OC3)C2=O)C=CC=CC=1. (5) Given the product [CH3:57][O:56][CH2:55][CH2:54][CH2:53][N:48]1[C:47]2[CH:58]=[C:43]([CH2:42][O:41][CH:26]3[CH:25]([C:22]4[CH:23]=[CH:24][C:19]([O:18][CH:16]5[CH2:17][N:14]([C:68]6[S:69][CH:70]=[CH:71][N:72]=6)[CH2:15]5)=[CH:20][CH:21]=4)[CH2:30][CH2:29][N:28]([C:31]([O:33][CH2:34][C:35]4[CH:36]=[CH:37][CH:38]=[CH:39][CH:40]=4)=[O:32])[CH2:27]3)[CH:44]=[CH:45][C:46]=2[O:51][CH2:50][C:49]1=[O:52], predict the reactants needed to synthesize it. The reactants are: C(P(C(C)(C)C)C(C)(C)C)(C)(C)C.[NH:14]1[CH2:17][CH:16]([O:18][C:19]2[CH:24]=[CH:23][C:22]([CH:25]3[CH2:30][CH2:29][N:28]([C:31]([O:33][CH2:34][C:35]4[CH:40]=[CH:39][CH:38]=[CH:37][CH:36]=4)=[O:32])[CH2:27][CH:26]3[O:41][CH2:42][C:43]3[CH:44]=[CH:45][C:46]4[O:51][CH2:50][C:49](=[O:52])[N:48]([CH2:53][CH2:54][CH2:55][O:56][CH3:57])[C:47]=4[CH:58]=3)=[CH:21][CH:20]=2)[CH2:15]1.P([O-])([O-])([O-])=O.[K+].[K+].[K+].Br[C:68]1[S:69][CH:70]=[CH:71][N:72]=1. (6) The reactants are: [CH3:1][O-:2].[Na+].C([O:6][C:7]([C:9]1[CH:13]=[C:12]([C:14]2[CH:19]=[CH:18][CH:17]=[CH:16][N:15]=2)[N:11]([C:20]2[CH:25]=[CH:24][C:23](Br)=[CH:22][N:21]=2)[N:10]=1)=[O:8])C.O. Given the product [CH3:1][O:2][C:23]1[CH:24]=[CH:25][C:20]([N:11]2[C:12]([C:14]3[CH:19]=[CH:18][CH:17]=[CH:16][N:15]=3)=[CH:13][C:9]([C:7]([OH:6])=[O:8])=[N:10]2)=[N:21][CH:22]=1, predict the reactants needed to synthesize it. (7) Given the product [CH2:1]([O:8][C:9]1[CH:10]=[C:11]([NH:12][C:24]([NH:23][C:20]2[CH:21]=[CH:22][C:17]([F:16])=[CH:18][CH:19]=2)=[O:25])[CH:13]=[CH:14][CH:15]=1)[C:2]1[CH:3]=[CH:4][CH:5]=[CH:6][CH:7]=1, predict the reactants needed to synthesize it. The reactants are: [CH2:1]([O:8][C:9]1[CH:10]=[C:11]([CH:13]=[CH:14][CH:15]=1)[NH2:12])[C:2]1[CH:7]=[CH:6][CH:5]=[CH:4][CH:3]=1.[F:16][C:17]1[CH:22]=[CH:21][C:20]([N:23]=[C:24]=[O:25])=[CH:19][CH:18]=1.CO.C(Cl)Cl.